From a dataset of NCI-60 drug combinations with 297,098 pairs across 59 cell lines. Regression. Given two drug SMILES strings and cell line genomic features, predict the synergy score measuring deviation from expected non-interaction effect. (1) Drug 1: CC1=C(C(=O)C2=C(C1=O)N3CC4C(C3(C2COC(=O)N)OC)N4)N. Drug 2: C1CC(CNC1)C2=CC=C(C=C2)N3C=C4C=CC=C(C4=N3)C(=O)N. Cell line: OVCAR3. Synergy scores: CSS=21.8, Synergy_ZIP=-5.47, Synergy_Bliss=-7.09, Synergy_Loewe=-10.2, Synergy_HSA=-3.34. (2) Drug 1: CCC1=C2CN3C(=CC4=C(C3=O)COC(=O)C4(CC)O)C2=NC5=C1C=C(C=C5)O. Drug 2: C1CCC(C(C1)N)N.C(=O)(C(=O)[O-])[O-].[Pt+4]. Cell line: PC-3. Synergy scores: CSS=41.7, Synergy_ZIP=-6.15, Synergy_Bliss=-0.332, Synergy_Loewe=-0.820, Synergy_HSA=5.05. (3) Drug 1: CC1C(C(CC(O1)OC2CC(CC3=C2C(=C4C(=C3O)C(=O)C5=C(C4=O)C(=CC=C5)OC)O)(C(=O)C)O)N)O.Cl. Drug 2: C1CCC(C(C1)N)N.C(=O)(C(=O)[O-])[O-].[Pt+4]. Cell line: RXF 393. Synergy scores: CSS=8.99, Synergy_ZIP=-7.21, Synergy_Bliss=-8.01, Synergy_Loewe=-7.00, Synergy_HSA=-5.85. (4) Drug 1: C1CC(=O)NC(=O)C1N2CC3=C(C2=O)C=CC=C3N. Drug 2: C1=NC2=C(N1)C(=S)N=C(N2)N. Cell line: HOP-92. Synergy scores: CSS=29.4, Synergy_ZIP=-7.63, Synergy_Bliss=-0.949, Synergy_Loewe=-28.5, Synergy_HSA=0.259. (5) Drug 1: COC1=CC(=CC(=C1O)OC)C2C3C(COC3=O)C(C4=CC5=C(C=C24)OCO5)OC6C(C(C7C(O6)COC(O7)C8=CC=CS8)O)O. Drug 2: C1=NC2=C(N=C(N=C2N1C3C(C(C(O3)CO)O)F)Cl)N. Cell line: BT-549. Synergy scores: CSS=50.3, Synergy_ZIP=-3.01, Synergy_Bliss=-3.83, Synergy_Loewe=-1.38, Synergy_HSA=2.37. (6) Drug 1: C1=CC(=CC=C1CCCC(=O)O)N(CCCl)CCCl. Drug 2: C1=NC2=C(N=C(N=C2N1C3C(C(C(O3)CO)O)F)Cl)N. Cell line: OVCAR-5. Synergy scores: CSS=10.8, Synergy_ZIP=-7.88, Synergy_Bliss=-5.79, Synergy_Loewe=-10.3, Synergy_HSA=-2.97. (7) Drug 1: CN(CCCl)CCCl.Cl. Drug 2: C1=NNC2=C1C(=O)NC=N2. Cell line: MDA-MB-231. Synergy scores: CSS=12.0, Synergy_ZIP=-4.41, Synergy_Bliss=-1.39, Synergy_Loewe=-7.07, Synergy_HSA=-1.74.